This data is from Catalyst prediction with 721,799 reactions and 888 catalyst types from USPTO. The task is: Predict which catalyst facilitates the given reaction. (1) Reactant: [NH2:1][CH:2]1[CH2:6][CH2:5][N:4]([C:7]2[N:8]=[C:9]([NH:16][C:17]3[CH:22]=[CH:21][C:20]([O:23][CH3:24])=[C:19]([O:25][CH3:26])[CH:18]=3)[C:10]3[N:15]=[CH:14][S:13][C:11]=3[N:12]=2)[CH2:3]1.[NH:27]1[C:35]2[C:30](=[CH:31][C:32]([C:36](O)=[O:37])=[CH:33][CH:34]=2)[CH:29]=[N:28]1.CN1C=CN=C1.CCN=C=NCCCN(C)C. Product: [CH3:26][O:25][C:19]1[CH:18]=[C:17]([NH:16][C:9]2[C:10]3[N:15]=[CH:14][S:13][C:11]=3[N:12]=[C:7]([N:4]3[CH2:5][CH2:6][CH:2]([NH:1][C:36]([C:32]4[CH:31]=[C:30]5[C:35](=[CH:34][CH:33]=4)[NH:27][N:28]=[CH:29]5)=[O:37])[CH2:3]3)[N:8]=2)[CH:22]=[CH:21][C:20]=1[O:23][CH3:24]. The catalyst class is: 4. (2) Reactant: C[O:2][C:3]([C:5]1[CH:6]=[CH:7][C:8]2[N:9]([C:11]([C:14]3[C:15]([C:20]4[CH:25]=[CH:24][CH:23]=[CH:22][CH:21]=4)=[N:16][O:17][C:18]=3[CH3:19])=[N:12][CH:13]=2)[CH:10]=1)=[O:4].O.[OH-].[Li+]. Product: [CH3:19][C:18]1[O:17][N:16]=[C:15]([C:20]2[CH:21]=[CH:22][CH:23]=[CH:24][CH:25]=2)[C:14]=1[C:11]1[N:9]2[CH:10]=[C:5]([C:3]([OH:4])=[O:2])[CH:6]=[CH:7][C:8]2=[CH:13][N:12]=1. The catalyst class is: 72. (3) Reactant: Cl.[F:2][C:3]1[CH:8]=[C:7]([F:9])[CH:6]=[CH:5][C:4]=1[N:10]1[CH:14]([C:15]2[CH:20]=[CH:19][C:18]([N:21]3[CH2:27][CH2:26][CH2:25][NH:24][CH2:23][CH2:22]3)=[CH:17][CH:16]=2)[CH2:13][C:12]([C:28]([C:34]([F:37])([F:36])[F:35])([C:30]([F:33])([F:32])[F:31])[OH:29])=[N:11]1.C(N(CC)CC)C.[CH3:45][S:46](Cl)(=[O:48])=[O:47]. Product: [F:2][C:3]1[CH:8]=[C:7]([F:9])[CH:6]=[CH:5][C:4]=1[N:10]1[CH:14]([C:15]2[CH:16]=[CH:17][C:18]([N:21]3[CH2:27][CH2:26][CH2:25][N:24]([S:46]([CH3:45])(=[O:48])=[O:47])[CH2:23][CH2:22]3)=[CH:19][CH:20]=2)[CH2:13][C:12]([C:28]([C:34]([F:35])([F:36])[F:37])([C:30]([F:31])([F:33])[F:32])[OH:29])=[N:11]1. The catalyst class is: 4. (4) Reactant: C1COCC1.[H-].[Na+].[CH2:8]([OH:11])[CH2:9][OH:10].[Si:12](Cl)([C:15]([CH3:18])([CH3:17])[CH3:16])([CH3:14])[CH3:13]. Product: [Si:12]([O:10][CH2:9][CH2:8][OH:11])([C:15]([CH3:18])([CH3:17])[CH3:16])([CH3:14])[CH3:13]. The catalyst class is: 27. (5) Reactant: [F:1][C:2]1([F:35])[CH2:4][CH:3]1[CH2:5][O:6][C:7]1[CH:34]=[CH:33][C:10]2[N:11]=[C:12]([C:14]3[N:19]=[CH:18][C:17]([O:20][CH2:21][C@@H:22]([NH:24][C:25](=[O:31])OC(C)(C)C)[CH3:23])=[CH:16][C:15]=3[F:32])[O:13][C:9]=2[CH:8]=1.Cl.[C:37](OCC)(=O)C. Product: [F:35][C:2]1([F:1])[CH2:4][CH:3]1[CH2:5][O:6][C:7]1[CH:34]=[CH:33][C:10]2[N:11]=[C:12]([C:14]3[N:19]=[CH:18][C:17]([O:20][CH2:21][C@@H:22]([NH:24][C:25](=[O:31])[CH3:37])[CH3:23])=[CH:16][C:15]=3[F:32])[O:13][C:9]=2[CH:8]=1. The catalyst class is: 13. (6) Reactant: [OH-].[Na+].CO.C([O:7][C:8]([C:10]1[C:14]([C:15]2[CH:20]=[CH:19][CH:18]=[C:17]([Cl:21])[C:16]=2[Cl:22])=[CH:13][S:12][C:11]=1[N:23]1[C:31](=[O:32])[C:30]2[C:25](=[CH:26][CH:27]=[CH:28][CH:29]=2)[C:24]1=[O:33])=[O:9])C.Cl. Product: [Cl:22][C:16]1[C:17]([Cl:21])=[CH:18][CH:19]=[CH:20][C:15]=1[C:14]1[C:10]([C:8]([OH:9])=[O:7])=[C:11]([N:23]2[C:24](=[O:33])[C:25]3[C:30](=[CH:29][CH:28]=[CH:27][CH:26]=3)[C:31]2=[O:32])[S:12][CH:13]=1. The catalyst class is: 6. (7) Reactant: [NH2:1][C:2]1[C:11]2[C:6](=[N:7][C:8]([C:12]3[C:20]([C:21]([F:24])([F:23])[F:22])=[CH:19][C:15]([C:16]([NH2:18])=[O:17])=[CH:14][N:13]=3)=[CH:9][N:10]=2)[N:5]=[CH:4][CH:3]=1.C(=O)([O-])[O-].[Cs+].[Cs+].Cl[C:32]1[CH:37]=[CH:36][C:35]([C:38]([F:41])([F:40])[F:39])=[CH:34][N:33]=1.CC1(C)C2C(=C(P(C3C=CC=CC=3)C3C=CC=CC=3)C=CC=2)OC2C(P(C3C=CC=CC=3)C3C=CC=CC=3)=CC=CC1=2. Product: [F:22][C:21]([F:24])([F:23])[C:20]1[C:12]([C:8]2[N:7]=[C:6]3[N:5]=[CH:4][CH:3]=[C:2]([NH:1][C:32]4[CH:37]=[CH:36][C:35]([C:38]([F:41])([F:40])[F:39])=[CH:34][N:33]=4)[C:11]3=[N:10][CH:9]=2)=[N:13][CH:14]=[C:15]([CH:19]=1)[C:16]([NH2:18])=[O:17]. The catalyst class is: 488. (8) Reactant: ClC(Cl)(O[C:5](=[O:11])OC(Cl)(Cl)Cl)Cl.C(N(CC)CC)C.[CH3:20][C:21]1[CH:26]=[C:25]([C:27]2[CH:28]=[CH:29][C:30]3[N:36]4[CH2:37][C@H:33]([CH2:34][CH2:35]4)[NH:32][C:31]=3[N:38]=2)[CH:24]=[CH:23][N:22]=1.Cl.C[C@H]1OCCNC1. Product: [CH3:20][C:21]1[CH:26]=[C:25]([C:27]2[CH:28]=[CH:29][C:30]3[N:36]4[CH2:37][C@H:33]([CH2:34][CH2:35]4)[N:32]([CH:5]=[O:11])[C:31]=3[N:38]=2)[CH:24]=[CH:23][N:22]=1. The catalyst class is: 355.